This data is from TCR-epitope binding with 47,182 pairs between 192 epitopes and 23,139 TCRs. The task is: Binary Classification. Given a T-cell receptor sequence (or CDR3 region) and an epitope sequence, predict whether binding occurs between them. (1) The epitope is RLQSLQTYV. The TCR CDR3 sequence is CASSLEEQGGGEQYF. Result: 0 (the TCR does not bind to the epitope). (2) The epitope is RILGAGCFV. The TCR CDR3 sequence is CASSDYRTANEKLFF. Result: 0 (the TCR does not bind to the epitope).